Dataset: Reaction yield outcomes from USPTO patents with 853,638 reactions. Task: Predict the reaction yield, written as a fraction of the theoretical maximum amount of product (1.0 means a 100% yield; for example, 0.34 means a 34% yield). (1) The reactants are C([Cl:4])(=O)C.[Cl:5][C:6]1[CH:28]=[C:27]([C:29]([NH:31][CH2:32][C:33]2[CH:38]=[CH:37][CH:36]=[C:35]([OH:39])[CH:34]=2)=[O:30])[CH:26]=[C:25]([Cl:40])[C:7]=1[C:8]([NH:10][C@H:11]([C:21]([O:23][CH3:24])=[O:22])[CH2:12][NH:13]C(OC(C)(C)C)=O)=[O:9]. The catalyst is CO. The product is [ClH:4].[NH2:13][CH2:12][C@@H:11]([C:21]([O:23][CH3:24])=[O:22])[NH:10][C:8](=[O:9])[C:7]1[C:6]([Cl:5])=[CH:28][C:27]([C:29]([NH:31][CH2:32][C:33]2[CH:38]=[CH:37][CH:36]=[C:35]([OH:39])[CH:34]=2)=[O:30])=[CH:26][C:25]=1[Cl:40]. The yield is 0.970. (2) The reactants are [CH2:1]([N:5]1[CH2:10][CH2:9][N:8]([C:11]2[CH:16]=[CH:15][C:14]([NH2:17])=[CH:13][CH:12]=2)[CH2:7][CH2:6]1)[CH:2]([CH3:4])[CH3:3].[C:18](N1C=CN=C1)(N1C=CN=C1)=[S:19]. The catalyst is CN(C)C=O. The product is [N:17]([C:14]1[CH:13]=[CH:12][C:11]([N:8]2[CH2:9][CH2:10][N:5]([CH2:1][CH:2]([CH3:4])[CH3:3])[CH2:6][CH2:7]2)=[CH:16][CH:15]=1)=[C:18]=[S:19]. The yield is 0.870. (3) The reactants are Cl[C:2]1[N:7]=[C:6]([O:8][CH3:9])[N:5]=[C:4]([NH:10][C:11]2[CH:16]=[CH:15][C:14]([N:17]3[CH:21]=[CH:20][N:19]=[CH:18]3)=[CH:13][CH:12]=2)[N:3]=1.[Cl:22][C:23]1[C:28]([OH:29])=[CH:27][CH:26]=[CH:25][N:24]=1. No catalyst specified. The product is [Cl:22][C:23]1[C:28]([O:29][C:2]2[N:7]=[C:6]([O:8][CH3:9])[N:5]=[C:4]([NH:10][C:11]3[CH:16]=[CH:15][C:14]([N:17]4[CH:21]=[CH:20][N:19]=[CH:18]4)=[CH:13][CH:12]=3)[N:3]=2)=[CH:27][CH:26]=[CH:25][N:24]=1. The yield is 0.370.